Dataset: Reaction yield outcomes from USPTO patents with 853,638 reactions. Task: Predict the reaction yield, written as a fraction of the theoretical maximum amount of product (1.0 means a 100% yield; for example, 0.34 means a 34% yield). (1) The reactants are [F:1][C:2]([F:14])([S:11]([O-:13])=[O:12])[CH2:3][O:4][C:5](=[O:10])[C:6]([CH3:9])([CH3:8])[CH3:7].[Na+:15].[OH2:16]. No catalyst specified. The product is [F:14][C:2]([F:1])([S:11]([O-:16])(=[O:13])=[O:12])[CH2:3][O:4][C:5](=[O:10])[C:6]([CH3:8])([CH3:9])[CH3:7].[Na+:15]. The yield is 0.910. (2) The reactants are C(OC(=O)[NH:7][CH:8]([CH3:16])[CH2:9][N:10]1[CH2:15][CH2:14][O:13][CH2:12][CH2:11]1)(C)(C)C.Cl. The catalyst is CO. The product is [CH3:16][C@H:8]([NH2:7])[CH2:9][N:10]1[CH2:15][CH2:14][O:13][CH2:12][CH2:11]1. The yield is 0.960. (3) The reactants are [F-].C([N+](CCCC)(CCCC)CCCC)CCC.[Si]([O:26][CH2:27][C@H:28]([O:30][CH2:31][C@H:32]([O:43][C:44]1[N:49]=[CH:48][N:47]=[C:46]2[N:50]([C:53]3[C:58]([Cl:59])=[CH:57][CH:56]=[CH:55][N:54]=3)[N:51]=[CH:52][C:45]=12)[C:33]([NH:35][C:36]1[CH:41]=[CH:40][C:39]([F:42])=[CH:38][N:37]=1)=[O:34])[CH3:29])(C(C)(C)C)(C)C. The catalyst is C1COCC1. The product is [Cl:59][C:58]1[C:53]([N:50]2[C:46]3=[N:47][CH:48]=[N:49][C:44]([O:43][C@@H:32]([CH2:31][O:30][C@H:28]([CH3:29])[CH2:27][OH:26])[C:33]([NH:35][C:36]4[CH:41]=[CH:40][C:39]([F:42])=[CH:38][N:37]=4)=[O:34])=[C:45]3[CH:52]=[N:51]2)=[N:54][CH:55]=[CH:56][CH:57]=1. The yield is 0.456. (4) The reactants are CC(OI1(OC(C)=O)(OC(C)=O)OC(=O)C2C=CC=CC1=2)=O.[C:23]([O:27][C:28]([N:30]1[CH2:35][CH2:34][C:33]2[N:36]([CH2:49][CH2:50][CH2:51][OH:52])[N:37]=[C:38]([C:39]3[CH:44]=[CH:43][C:42]([C:45]([F:48])([F:47])[F:46])=[CH:41][CH:40]=3)[C:32]=2[CH2:31]1)=[O:29])([CH3:26])([CH3:25])[CH3:24]. The catalyst is C(Cl)Cl.CCOCC.C([O-])(O)=O.[Na+]. The product is [C:23]([O:27][C:28]([N:30]1[CH2:35][CH2:34][C:33]2[N:36]([CH2:49][CH2:50][CH:51]=[O:52])[N:37]=[C:38]([C:39]3[CH:44]=[CH:43][C:42]([C:45]([F:48])([F:46])[F:47])=[CH:41][CH:40]=3)[C:32]=2[CH2:31]1)=[O:29])([CH3:26])([CH3:25])[CH3:24]. The yield is 0.790. (5) The catalyst is C(Cl)Cl. The yield is 0.671. The reactants are CC(C[AlH]CC(C)C)C.[Br:10][C:11]1[CH:16]=[C:15]([CH3:17])[C:14]([CH2:18][C:19]([O:21]C)=O)=[C:13]([CH3:23])[CH:12]=1.[Si]([O:31][C:32]([O:34][CH3:35])=[CH2:33])(C(C)(C)C)(C)C.B(F)(F)F.CCOCC. The product is [Br:10][C:11]1[CH:12]=[C:13]([CH3:23])[C:14]([CH2:18][CH:19]([OH:21])[CH2:33][C:32]([O:34][CH3:35])=[O:31])=[C:15]([CH3:17])[CH:16]=1. (6) The reactants are Cl.Br[C:3]1[CH:4]=[C:5]2[C:11]([C:12]3[CH:17]=[CH:16][C:15]([O:18][CH2:19][CH2:20][CH2:21][N:22]4[CH2:27][CH2:26][CH2:25][CH2:24][CH2:23]4)=[CH:14][CH:13]=3)=[CH:10][NH:9][C:6]2=[N:7][CH:8]=1.[CH3:28][O:29][C:30]1[CH:31]=[C:32](B2OC(C)(C)C(C)(C)O2)[CH:33]=[CH:34][C:35]=1[O:36]CC1C=CC(OC)=CC=1.C(=O)([O-])[O-].[Na+].[Na+].C(=O)(O)[O-].[Na+]. The catalyst is Cl[Pd-2](Cl)(P(C1C=CC=CC=1)(C1C=CC=CC=1)C1C=CC=CC=1)P(C1C=CC=CC=1)(C1C=CC=CC=1)C1C=CC=CC=1.ClCCl.C(#N)C. The product is [CH3:28][O:29][C:30]1[CH:31]=[C:32]([C:3]2[CH:4]=[C:5]3[C:11]([C:12]4[CH:17]=[CH:16][C:15]([O:18][CH2:19][CH2:20][CH2:21][N:22]5[CH2:27][CH2:26][CH2:25][CH2:24][CH2:23]5)=[CH:14][CH:13]=4)=[CH:10][NH:9][C:6]3=[N:7][CH:8]=2)[CH:33]=[CH:34][C:35]=1[OH:36]. The yield is 0.0800. (7) The reactants are [CH3:1][C:2]1[NH:3][C:4]([NH2:7])=[N:5][N:6]=1.[S:8]1[CH2:13][CH2:12][C:11](=O)[CH2:10][CH2:9]1.C([BH3-])#N.[Na+].O. The catalyst is C(O)(=O)C. The product is [CH3:1][C:2]1[NH:3][C:4]([NH:7][CH:11]2[CH2:12][CH2:13][S:8][CH2:9][CH2:10]2)=[N:5][N:6]=1. The yield is 0.480.